This data is from Forward reaction prediction with 1.9M reactions from USPTO patents (1976-2016). The task is: Predict the product of the given reaction. (1) Given the reactants Br[C:2]1[N:3]([CH2:27][CH2:28][CH3:29])[C:4]2[C:9](=[O:10])[N:8]([C:11]3[CH:16]=[C:15]([CH3:17])[C:14](=[O:18])[N:13]([CH3:19])[CH:12]=3)[CH:7]([C:20]3[CH:25]=[CH:24][C:23]([Cl:26])=[CH:22][CH:21]=3)[C:5]=2[N:6]=1.[F:30][C:31]1[C:32](B(O)O)=[CH:33][C:34]([O:37][CH3:38])=[N:35][CH:36]=1, predict the reaction product. The product is: [Cl:26][C:23]1[CH:24]=[CH:25][C:20]([CH:7]2[C:5]3[N:6]=[C:2]([C:32]4[C:31]([F:30])=[CH:36][N:35]=[C:34]([O:37][CH3:38])[CH:33]=4)[N:3]([CH2:27][CH2:28][CH3:29])[C:4]=3[C:9](=[O:10])[N:8]2[C:11]2[CH:16]=[C:15]([CH3:17])[C:14](=[O:18])[N:13]([CH3:19])[CH:12]=2)=[CH:21][CH:22]=1. (2) Given the reactants [F:1][C:2]1([F:14])[O:6][C:5]2[CH:7]=[CH:8][C:9]([C:11](O)=[O:12])=[CH:10][C:4]=2[O:3]1.ClC(OCC(C)C)=O.[BH4-].[Na+].Cl, predict the reaction product. The product is: [F:14][C:2]1([F:1])[O:6][C:5]2[CH:7]=[CH:8][C:9]([CH2:11][OH:12])=[CH:10][C:4]=2[O:3]1. (3) Given the reactants [CH3:1][N:2]1[CH2:7][CH2:6][N:5]([C:8]2[N:13]=[CH:12][C:11]([C:14]3[CH:19]=[CH:18][N:17]4[C:20]([C:23]5[CH:28]=[CH:27][C:26]([NH2:29])=[CH:25][CH:24]=5)=[CH:21][N:22]=[C:16]4[CH:15]=3)=[CH:10][N:9]=2)[CH2:4][CH2:3]1.[F:30][C:31]([F:42])([F:41])[C:32]1[CH:33]=[C:34]([N:38]=[C:39]=[O:40])[CH:35]=[CH:36][CH:37]=1.C(N(CC)CC)C, predict the reaction product. The product is: [CH3:1][N:2]1[CH2:3][CH2:4][N:5]([C:8]2[N:13]=[CH:12][C:11]([C:14]3[CH:19]=[CH:18][N:17]4[C:20]([C:23]5[CH:28]=[CH:27][C:26]([NH:29][C:39]([NH:38][C:34]6[CH:35]=[CH:36][CH:37]=[C:32]([C:31]([F:30])([F:41])[F:42])[CH:33]=6)=[O:40])=[CH:25][CH:24]=5)=[CH:21][N:22]=[C:16]4[CH:15]=3)=[CH:10][N:9]=2)[CH2:6][CH2:7]1. (4) The product is: [CH3:28][O:27][C:21]1[CH:20]=[C:19]([C:11]2[N:10]=[C:9]([OH:8])[C:14]3[N:15]([CH3:18])[CH:16]=[N:17][C:13]=3[CH:12]=2)[CH:24]=[CH:23][C:22]=1[O:25][CH3:26]. Given the reactants C([O:8][C:9]1[C:14]2[N:15]([CH3:18])[CH:16]=[N:17][C:13]=2[CH:12]=[C:11]([C:19]2[CH:24]=[CH:23][C:22]([O:25][CH3:26])=[C:21]([O:27][CH3:28])[CH:20]=2)[N:10]=1)C1C=CC=CC=1.C([O-])=O.[NH4+].CCO, predict the reaction product. (5) Given the reactants [C:1]([N:5]([C:26](=[O:35])[C:27]1[CH:32]=[C:31]([CH3:33])[CH:30]=[C:29]([CH3:34])[CH:28]=1)[NH:6][C:7](=[O:25])[C:8]1[CH:13]=[CH:12][C:11]([CH:14]=O)=[C:10]([B:16]2OC(C)(C)C(C)(C)[O:17]2)[CH:9]=1)([CH3:4])([CH3:3])[CH3:2].[CH3:36][C:37]1[CH:42]=[CH:41][C:40]([S:43]([NH:46][NH2:47])(=[O:45])=[O:44])=[CH:39][CH:38]=1, predict the reaction product. The product is: [C:1]([N:5]([C:26](=[O:35])[C:27]1[CH:32]=[C:31]([CH3:33])[CH:30]=[C:29]([CH3:34])[CH:28]=1)[NH:6][C:7]([C:8]1[CH:13]=[CH:12][C:11]2[CH:14]=[N:47][N:46]([S:43]([C:40]3[CH:41]=[CH:42][C:37]([CH3:36])=[CH:38][CH:39]=3)(=[O:45])=[O:44])[B:16]([OH:17])[C:10]=2[CH:9]=1)=[O:25])([CH3:4])([CH3:3])[CH3:2].